From a dataset of Full USPTO retrosynthesis dataset with 1.9M reactions from patents (1976-2016). Predict the reactants needed to synthesize the given product. Given the product [C:6]([C:5]([C:11]1[CH:16]=[CH:15][C:14]([O:17][CH3:18])=[C:13]([O:19][CH3:20])[CH:12]=1)([CH:8]([CH3:10])[CH3:9])[CH2:4][CH2:3][CH2:2][N:22]([CH3:21])[CH2:23][CH2:24][C:25]1[CH:35]=[CH:34][C:28]([C:29]([O:31][CH2:32][CH3:33])=[O:30])=[CH:27][CH:26]=1)#[N:7], predict the reactants needed to synthesize it. The reactants are: Br[CH2:2][CH2:3][CH2:4][C:5]([C:11]1[CH:16]=[CH:15][C:14]([O:17][CH3:18])=[C:13]([O:19][CH3:20])[CH:12]=1)([CH:8]([CH3:10])[CH3:9])[C:6]#[N:7].[CH3:21][NH:22][CH2:23][CH2:24][C:25]1[CH:35]=[CH:34][C:28]([C:29]([O:31][CH2:32][CH3:33])=[O:30])=[CH:27][CH:26]=1.